Predict the reactants needed to synthesize the given product. From a dataset of Full USPTO retrosynthesis dataset with 1.9M reactions from patents (1976-2016). (1) Given the product [Cl:1][C:2]1[N:3]=[N:4][C:5]([CH3:25])=[C:6]([C:18]2[CH:19]=[CH:20][C:21]([Cl:24])=[CH:22][CH:23]=2)[C:7]=1[C:8]1[C:13]([F:14])=[CH:12][C:11]([OH:15])=[CH:10][C:9]=1[F:17], predict the reactants needed to synthesize it. The reactants are: [Cl:1][C:2]1[N:3]=[N:4][C:5]([CH3:25])=[C:6]([C:18]2[CH:23]=[CH:22][C:21]([Cl:24])=[CH:20][CH:19]=2)[C:7]=1[C:8]1[C:13]([F:14])=[CH:12][C:11]([O:15]C)=[CH:10][C:9]=1[F:17].B(Br)(Br)Br. (2) Given the product [CH3:15][NH:14][C:12]([C:9]1[CH:8]=[CH:7][C:6]([O:5][CH2:4][CH2:3][CH2:2][O:1][C:19]2[C:20]3[C:27]([C:28]4[CH:33]=[CH:32][N:31]=[CH:30][CH:29]=4)=[CH:26][S:25][C:21]=3[N:22]=[CH:23][N:24]=2)=[CH:11][N:10]=1)=[O:13], predict the reactants needed to synthesize it. The reactants are: [OH:1][CH2:2][CH2:3][CH2:4][O:5][C:6]1[CH:7]=[CH:8][C:9]([C:12]([NH:14][CH3:15])=[O:13])=[N:10][CH:11]=1.[H-].[Na+].Cl[C:19]1[C:20]2[C:27]([C:28]3[CH:33]=[CH:32][N:31]=[CH:30][CH:29]=3)=[CH:26][S:25][C:21]=2[N:22]=[CH:23][N:24]=1.C(O)(=O)C.